This data is from NCI-60 drug combinations with 297,098 pairs across 59 cell lines. The task is: Regression. Given two drug SMILES strings and cell line genomic features, predict the synergy score measuring deviation from expected non-interaction effect. (1) Drug 1: COC1=CC(=CC(=C1O)OC)C2C3C(COC3=O)C(C4=CC5=C(C=C24)OCO5)OC6C(C(C7C(O6)COC(O7)C8=CC=CS8)O)O. Drug 2: CC1CCC2CC(C(=CC=CC=CC(CC(C(=O)C(C(C(=CC(C(=O)CC(OC(=O)C3CCCCN3C(=O)C(=O)C1(O2)O)C(C)CC4CCC(C(C4)OC)O)C)C)O)OC)C)C)C)OC. Cell line: NCI-H460. Synergy scores: CSS=47.5, Synergy_ZIP=1.25, Synergy_Bliss=1.06, Synergy_Loewe=4.64, Synergy_HSA=5.55. (2) Drug 1: CC1C(C(=O)NC(C(=O)N2CCCC2C(=O)N(CC(=O)N(C(C(=O)O1)C(C)C)C)C)C(C)C)NC(=O)C3=C4C(=C(C=C3)C)OC5=C(C(=O)C(=C(C5=N4)C(=O)NC6C(OC(=O)C(N(C(=O)CN(C(=O)C7CCCN7C(=O)C(NC6=O)C(C)C)C)C)C(C)C)C)N)C. Drug 2: CN1C(=O)N2C=NC(=C2N=N1)C(=O)N. Cell line: UACC62. Synergy scores: CSS=7.81, Synergy_ZIP=-4.12, Synergy_Bliss=-1.59, Synergy_Loewe=-13.6, Synergy_HSA=-3.40. (3) Drug 1: CN1C(=O)N2C=NC(=C2N=N1)C(=O)N. Drug 2: C1CN(P(=O)(OC1)NCCCl)CCCl. Cell line: DU-145. Synergy scores: CSS=1.70, Synergy_ZIP=0.474, Synergy_Bliss=-0.159, Synergy_Loewe=1.64, Synergy_HSA=-2.63. (4) Drug 1: C1C(C(OC1N2C=NC3=C(N=C(N=C32)Cl)N)CO)O. Drug 2: C1CCC(C(C1)N)N.C(=O)(C(=O)[O-])[O-].[Pt+4]. Cell line: OVCAR-4. Synergy scores: CSS=23.5, Synergy_ZIP=-5.69, Synergy_Bliss=-0.326, Synergy_Loewe=-9.51, Synergy_HSA=1.53. (5) Drug 1: C1=CC(=CC=C1CC(C(=O)O)N)N(CCCl)CCCl.Cl. Drug 2: CCN(CC)CCNC(=O)C1=C(NC(=C1C)C=C2C3=C(C=CC(=C3)F)NC2=O)C. Cell line: HS 578T. Synergy scores: CSS=9.03, Synergy_ZIP=-1.56, Synergy_Bliss=-0.0393, Synergy_Loewe=-4.92, Synergy_HSA=-4.55.